This data is from Catalyst prediction with 721,799 reactions and 888 catalyst types from USPTO. The task is: Predict which catalyst facilitates the given reaction. (1) Reactant: [NH2:1][C:2]1[S:22][C:5]2=[N:6][C:7]([CH3:21])=[CH:8][C:9]([NH:10][S:11]([C:14]3[CH:19]=[CH:18][CH:17]=[C:16]([Cl:20])[CH:15]=3)(=[O:13])=[O:12])=[C:4]2[C:3]=1[C:23]1[CH:28]=[CH:27][CH:26]=[C:25]([O:29][CH3:30])[CH:24]=1.C(N(CC)CC)C.[C:38](Cl)(=[O:40])[CH3:39].C([O-])(O)=O.[Na+]. Product: [Cl:20][C:16]1[CH:15]=[C:14]([S:11]([NH:10][C:9]2[CH:8]=[C:7]([CH3:21])[N:6]=[C:5]3[S:22][C:2]([NH:1][C:38](=[O:40])[CH3:39])=[C:3]([C:23]4[CH:28]=[CH:27][CH:26]=[C:25]([O:29][CH3:30])[CH:24]=4)[C:4]=23)(=[O:12])=[O:13])[CH:19]=[CH:18][CH:17]=1. The catalyst class is: 2. (2) Reactant: Br[C:2]1[C:10]2[C:9](=[O:11])[N:8]([CH2:12][CH2:13][C:14]3[N:15]=[C:16]4[CH:21]=[C:20]([F:22])[CH:19]=[CH:18][N:17]4[CH:23]=3)[N:7]=[CH:6][C:5]=2[S:4][CH:3]=1.[N:24]1[CH:29]=[CH:28][C:27](B(O)O)=[CH:26][CH:25]=1.C([O-])([O-])=O.[Cs+].[Cs+]. Product: [F:22][C:20]1[CH:19]=[CH:18][N:17]2[CH:23]=[C:14]([CH2:13][CH2:12][N:8]3[C:9](=[O:11])[C:10]4[C:2]([C:27]5[CH:28]=[CH:29][N:24]=[CH:25][CH:26]=5)=[CH:3][S:4][C:5]=4[CH:6]=[N:7]3)[N:15]=[C:16]2[CH:21]=1. The catalyst class is: 669. (3) Reactant: [N+:1]([C:4]1[C:12]2[C:11]3[CH:13]=[CH:14][CH:15]=[CH:16][C:10]=3[S:9][C:8]=2[C:7]([OH:17])=[CH:6][CH:5]=1)([O-:3])=[O:2].C(N(CC)CC)C.[F:25][C:26]([F:39])([F:38])[S:27](O[S:27]([C:26]([F:39])([F:38])[F:25])(=[O:29])=[O:28])(=[O:29])=[O:28]. Product: [N+:1]([C:4]1[C:12]2[C:11]3[CH:13]=[CH:14][CH:15]=[CH:16][C:10]=3[S:9][C:8]=2[C:7]([O:17][S:27]([C:26]([F:39])([F:38])[F:25])(=[O:29])=[O:28])=[CH:6][CH:5]=1)([O-:3])=[O:2]. The catalyst class is: 4.